From a dataset of Full USPTO retrosynthesis dataset with 1.9M reactions from patents (1976-2016). Predict the reactants needed to synthesize the given product. (1) Given the product [F:1][C:2]1[CH:3]=[CH:4][C:5]([C:8]2[O:9][C:10]3[CH:20]=[C:19]([N:21]([CH3:26])[S:22]([CH3:25])(=[O:23])=[O:24])[C:18]([C:37]4[CH:38]=[C:39]([C:45]5[O:53][C:52]6[C:47](=[N:48][CH:49]=[CH:50][CH:51]=6)[CH:46]=5)[C:40](=[O:44])[N:41]([CH3:43])[CH:42]=4)=[CH:17][C:11]=3[C:12]=2[C:13]([NH:15][CH3:16])=[O:14])=[CH:6][CH:7]=1, predict the reactants needed to synthesize it. The reactants are: [F:1][C:2]1[CH:7]=[CH:6][C:5]([C:8]2[O:9][C:10]3[CH:20]=[C:19]([N:21]([CH3:26])[S:22]([CH3:25])(=[O:24])=[O:23])[C:18](B4OC(C)(C)C(C)(C)O4)=[CH:17][C:11]=3[C:12]=2[C:13]([NH:15][CH3:16])=[O:14])=[CH:4][CH:3]=1.Br[C:37]1[CH:38]=[C:39]([C:45]2[O:53][C:52]3[C:47](=[N:48][CH:49]=[CH:50][CH:51]=3)[CH:46]=2)[C:40](=[O:44])[N:41]([CH3:43])[CH:42]=1. (2) The reactants are: CN(C(ON1N=NC2C=CC=CC1=2)=[N+](C)C)C.F[P-](F)(F)(F)(F)F.[C:25]([O:29][C:30]([NH:32][C@@H:33]([CH2:37][CH2:38][S:39][CH3:40])[C:34]([OH:36])=O)=[O:31])([CH3:28])([CH3:27])[CH3:26].CCN(C(C)C)C(C)C.[NH2:50][CH:51]1[CH2:56][CH2:55][N:54]([C:57]([O:59][CH2:60][C:61]2[CH:66]=[CH:65][CH:64]=[CH:63][CH:62]=2)=[O:58])[CH2:53][CH2:52]1.[OH-].[Na+]. Given the product [C:25]([O:29][C:30]([NH:32][C@@H:33]([CH2:37][CH2:38][S:39][CH3:40])[C:34]([NH:50][CH:51]1[CH2:52][CH2:53][N:54]([C:57]([O:59][CH2:60][C:61]2[CH:66]=[CH:65][CH:64]=[CH:63][CH:62]=2)=[O:58])[CH2:55][CH2:56]1)=[O:36])=[O:31])([CH3:26])([CH3:27])[CH3:28], predict the reactants needed to synthesize it. (3) Given the product [OH:87][CH2:86][CH2:88][NH:89][C:15]([CH2:14][N:11]1[C:12]2[C:8](=[CH:7][CH:6]=[C:5]([C:3]([OH:4])=[O:2])[CH:13]=2)[C:9]([CH:35]2[CH2:40][CH2:39][CH2:38][CH2:37][CH2:36]2)=[C:10]1[C:18]1[CH:19]=[C:20]2[C:25](=[CH:26][CH:27]=1)[N:24]=[C:23]([C:28]1[S:32][C:31]([CH3:33])=[N:30][C:29]=1[CH3:34])[CH:22]=[CH:21]2)=[O:16], predict the reactants needed to synthesize it. The reactants are: C[O:2][C:3]([C:5]1[CH:13]=[C:12]2[C:8]([C:9]([CH:35]3[CH2:40][CH2:39][CH2:38][CH2:37][CH2:36]3)=[C:10]([C:18]3[CH:19]=[C:20]4[C:25](=[CH:26][CH:27]=3)[N:24]=[C:23]([C:28]3[S:32][C:31]([CH3:33])=[N:30][C:29]=3[CH3:34])[CH:22]=[CH:21]4)[N:11]2[CH2:14][C:15](O)=[O:16])=[CH:7][CH:6]=1)=[O:4].COC(C1C=C2C(C(C3CCCCC3)=C(C3C=C4C(=CC=3)N=C(C3SC(C)=NC=3C)C=C4)N2CC(=O)N(C)C)=CC=1)=O.CNC.[CH2:86]([CH2:88][NH2:89])[OH:87].